The task is: Predict which catalyst facilitates the given reaction.. This data is from Catalyst prediction with 721,799 reactions and 888 catalyst types from USPTO. Reactant: CC([Si](C)(C)[O:6][C@H:7]([C:37]1[CH:38]=[N:39][CH:40]=[CH:41][CH:42]=1)[CH2:8][N:9]([CH2:17][C@H:18]1[CH2:27][CH2:26][C:25]2[C:20](=[CH:21][CH:22]=[C:23]([C:28]3[CH:33]=[CH:32][N:31]=[C:30]([C:34]([OH:36])=[O:35])[CH:29]=3)[CH:24]=2)[O:19]1)C(OC(C)(C)C)=O)(C)C.Cl. Product: [OH:6][C@H:7]([C:37]1[CH:38]=[N:39][CH:40]=[CH:41][CH:42]=1)[CH2:8][NH:9][CH2:17][C@H:18]1[CH2:27][CH2:26][C:25]2[C:20](=[CH:21][CH:22]=[C:23]([C:28]3[CH:33]=[CH:32][N:31]=[C:30]([C:34]([OH:36])=[O:35])[CH:29]=3)[CH:24]=2)[O:19]1. The catalyst class is: 12.